Dataset: Reaction yield outcomes from USPTO patents with 853,638 reactions. Task: Predict the reaction yield, written as a fraction of the theoretical maximum amount of product (1.0 means a 100% yield; for example, 0.34 means a 34% yield). (1) The reactants are [CH3:1][N:2]([CH:4]=O)[CH3:3].[O:6]1[CH:10]=[CH:9][C:8]([C:11]2[C:20](=[O:21])[C:19]3[C:18]4[CH:22]=[CH:23][CH:24]=[CH:25][C:17]=4[CH:16]=[C:15]([O:26][CH2:27][CH2:28][CH3:29])C=3NC=2)=[CH:7]1.[H-].[Na+].CI. The catalyst is C(OCC)(=O)C.O. The product is [O:6]1[CH:10]=[CH:9][C:8]([C:11]2[C:20](=[O:21])[C:19]3[C:18]4[CH:22]=[CH:23][CH:24]=[CH:25][C:17]=4[CH:16]=[C:15]([O:26][CH2:27][CH2:28][CH3:29])[C:3]=3[N:2]([CH3:1])[CH:4]=2)=[CH:7]1. The yield is 0.420. (2) The reactants are [CH3:1][O:2][C:3]1[N:11]=[CH:10][CH:9]=[CH:8][C:4]=1[C:5]([OH:7])=O.CN1CCOCC1.C(OC(Cl)=O)C.[N+:25]([C:28]1[CH:33]=[CH:32][C:31]([C:34](=[O:36])[CH3:35])=[CH:30][CH:29]=1)([O-:27])=[O:26].C[Si]([N-][Si](C)(C)C)(C)C.[Li+].[NH4+].[Cl-]. The catalyst is C1COCC1.C(OCC)(=O)C.O. The product is [CH3:1][O:2][C:3]1[C:4]([C:5](=[O:7])[CH2:35][C:34]([C:31]2[CH:30]=[CH:29][C:28]([N+:25]([O-:27])=[O:26])=[CH:33][CH:32]=2)=[O:36])=[CH:8][CH:9]=[CH:10][N:11]=1. The yield is 0.620. (3) The reactants are [C:1]([CH2:3][C@@H:4]([NH:13]C(=O)OC(C)(C)C)[C:5]([NH:7][CH:8]1[CH2:12][CH2:11][CH2:10][CH2:9]1)=[O:6])#[N:2]. The catalyst is C(O)(C(F)(F)F)=O.C(Cl)Cl. The product is [NH2:13][C@H:4]([CH2:3][C:1]#[N:2])[C:5]([NH:7][CH:8]1[CH2:9][CH2:10][CH2:11][CH2:12]1)=[O:6]. The yield is 0.410. (4) The reactants are C([NH:4][C:5]([C:8]1[CH:9]=[C:10]([CH:14]=[C:15]([C:17]([F:20])([F:19])[F:18])[CH:16]=1)[C:11]([OH:13])=[O:12])([CH3:7])[CH3:6])(=O)C.C(O)CO.[OH-].[K+]. The catalyst is O. The product is [NH2:4][C:5]([C:8]1[CH:9]=[C:10]([CH:14]=[C:15]([C:17]([F:18])([F:19])[F:20])[CH:16]=1)[C:11]([OH:13])=[O:12])([CH3:7])[CH3:6]. The yield is 1.00. (5) The reactants are [CH3:1][O:2][C:3](=[O:17])[CH2:4][N:5]1[C:13]2[C:8](=[CH:9][C:10]([I:14])=[CH:11][CH:12]=2)[C:7](=O)[C:6]1=[O:16].[O:18]1[C:22]2[CH:23]=[CH:24][C:25]([CH2:27][CH2:28][C:29]([NH:31][C:32]3[CH:37]=[CH:36][C:35]([C:38]([NH:40][NH2:41])=[O:39])=[CH:34][CH:33]=3)=[O:30])=[CH:26][C:21]=2[O:20][CH2:19]1. The catalyst is C(O)(=O)C. The product is [CH3:1][O:2][C:3](=[O:17])[CH2:4][N:5]1[C:13]2[C:8](=[CH:9][C:10]([I:14])=[CH:11][CH:12]=2)[C:7](=[N:41][NH:40][C:38](=[O:39])[C:35]2[CH:34]=[CH:33][C:32]([NH:31][C:29](=[O:30])[CH2:28][CH2:27][C:25]3[CH:24]=[CH:23][C:22]4[O:18][CH2:19][O:20][C:21]=4[CH:26]=3)=[CH:37][CH:36]=2)[C:6]1=[O:16]. The yield is 0.950.